Dataset: Peptide-MHC class I binding affinity with 185,985 pairs from IEDB/IMGT. Task: Regression. Given a peptide amino acid sequence and an MHC pseudo amino acid sequence, predict their binding affinity value. This is MHC class I binding data. (1) The peptide sequence is LLEMKYALI. The MHC is HLA-A02:01 with pseudo-sequence HLA-A02:01. The binding affinity (normalized) is 0.275. (2) The peptide sequence is FVADVQHAA. The MHC is HLA-A02:01 with pseudo-sequence HLA-A02:01. The binding affinity (normalized) is 0.172. (3) The peptide sequence is FTERSDKSY. The MHC is Patr-B0101 with pseudo-sequence Patr-B0101. The binding affinity (normalized) is 0. (4) The peptide sequence is DINITHTNIT. The MHC is HLA-A02:03 with pseudo-sequence HLA-A02:03. The binding affinity (normalized) is 0.294. (5) The peptide sequence is VYWENEVSI. The MHC is HLA-B18:01 with pseudo-sequence HLA-B18:01. The binding affinity (normalized) is 0.0847. (6) The peptide sequence is FSLENVRLM. The MHC is HLA-C12:03 with pseudo-sequence HLA-C12:03. The binding affinity (normalized) is 0.385. (7) The peptide sequence is LPCVLWPVL. The MHC is HLA-A33:01 with pseudo-sequence HLA-A33:01. The binding affinity (normalized) is 0. (8) The binding affinity (normalized) is 0.198. The peptide sequence is IISTDQDTM. The MHC is HLA-A02:01 with pseudo-sequence HLA-A02:01. (9) The peptide sequence is IILKALYML. The MHC is HLA-A02:01 with pseudo-sequence HLA-A02:01. The binding affinity (normalized) is 0.810.